Dataset: Blood-brain barrier penetration binary classification data from Martins et al.. Task: Regression/Classification. Given a drug SMILES string, predict its absorption, distribution, metabolism, or excretion properties. Task type varies by dataset: regression for continuous measurements (e.g., permeability, clearance, half-life) or binary classification for categorical outcomes (e.g., BBB penetration, CYP inhibition). Dataset: bbb_martins. (1) The drug is CNCC(O)c1ccc(OC(=O)C(C)(C)C)c(OC(=O)C(C)(C)C)c1. The result is 0 (does not penetrate BBB). (2) The drug is C=CC[C@@H]1/C=C(\C)C[C@H](C)C[C@H](OC)[C@H]2O[C@@](O)(C(=O)C(=O)N3CCCC[C@H]3C(=O)O[C@H](/C(C)=C/[C@@H]3CC[C@@H](O)[C@H](OC)C3)[C@H](C)[C@@H](O)CC1=O)[C@H](C)C[C@@H]2OC. The result is 0 (does not penetrate BBB).